This data is from Full USPTO retrosynthesis dataset with 1.9M reactions from patents (1976-2016). The task is: Predict the reactants needed to synthesize the given product. (1) The reactants are: [CH3:1][O:2][C:3]1[CH:27]=[CH:26][C:6]([CH2:7][CH2:8][C:9]([CH2:18][CH2:19][C:20]2[CH:25]=[CH:24][CH:23]=[CH:22][CH:21]=2)(C(OC)=O)[C:10]([O:12][CH3:13])=[O:11])=[CH:5][CH:4]=1.O.[Na+].[Cl-]. Given the product [CH3:1][O:2][C:3]1[CH:4]=[CH:5][C:6]([CH2:7][CH2:8][CH:9]([CH2:18][CH2:19][C:20]2[CH:21]=[CH:22][CH:23]=[CH:24][CH:25]=2)[C:10]([O:12][CH3:13])=[O:11])=[CH:26][CH:27]=1, predict the reactants needed to synthesize it. (2) Given the product [NH2:9][C:3]1[N:4]=[CH:5][N:6]=[C:7]([NH:10][C@@H:11]2[CH2:15][CH2:14][N:13]([C:16](=[O:18])/[CH:43]=[CH:42]/[CH2:41][N:40]([CH3:47])[CH3:39])[CH2:12]2)[C:2]=1[C:27]1[CH:28]=[CH:29][C:24]([O:23][C:30]2[CH:35]=[CH:34][CH:33]=[CH:32][CH:31]=2)=[CH:25][CH:26]=1, predict the reactants needed to synthesize it. The reactants are: Cl[C:2]1[C:3]([NH2:9])=[N:4][CH:5]=[N:6][C:7]=1Cl.[NH2:10][C@@H:11]1[CH2:15][CH2:14][N:13]([C:16]([O:18]C(C)(C)C)=O)[CH2:12]1.[O:23]([C:30]1[CH:35]=[CH:34][C:33](B(O)O)=[CH:32][CH:31]=1)[C:24]1[CH:29]=[CH:28][CH:27]=[CH:26][CH:25]=1.[CH3:39][N:40]([CH3:47])[CH2:41]/[CH:42]=[CH:43]/C(O)=O. (3) Given the product [CH:1]([C:4]1[CH:5]=[C:6]([CH:31]=[CH:32][CH:33]=1)[CH2:7][N:8]1[C@@H:16]2[C@H:11]([C@H:12]([CH2:19][C:20]3[CH:21]=[CH:22][C:23]([O:28][CH3:29])=[C:24]([CH:27]=3)[C:25]([OH:46])=[O:26])[CH2:13][S:14](=[O:18])(=[O:17])[CH2:15]2)[O:10][C:9]1=[O:30])([CH3:3])[CH3:2], predict the reactants needed to synthesize it. The reactants are: [CH:1]([C:4]1[CH:5]=[C:6]([CH:31]=[CH:32][CH:33]=1)[CH2:7][N:8]1[C@@H:16]2[C@H:11]([C@H:12]([CH2:19][C:20]3[CH:21]=[CH:22][C:23]([O:28][CH3:29])=[C:24]([CH:27]=3)[CH:25]=[O:26])[CH2:13][S:14](=[O:18])(=[O:17])[CH2:15]2)[O:10][C:9]1=[O:30])([CH3:3])[CH3:2].CC1(C)N([O])C(C)(C)CCC1.P([O-])([O-])([O-])=[O:46].[Na+].[Na+].[Na+].[O-]Cl=O.[Na+].[OH-].[Na+]. (4) Given the product [C:1]([O:5][C:6]([NH:8][C@@H:9]([C:15]([NH:17][C@H:18]([C:26]([OH:28])=[O:27])[CH2:19][C:20]1[CH:21]=[N:22][CH:23]=[CH:24][CH:25]=1)=[O:16])[CH2:10][Si:11]([CH3:14])([CH3:12])[CH3:13])=[O:7])([CH3:4])([CH3:2])[CH3:3], predict the reactants needed to synthesize it. The reactants are: [C:1]([O:5][C:6]([NH:8][C@@H:9]([C:15]([NH:17][C@H:18]([C:26]([O:28]C)=[O:27])[CH2:19][C:20]1[CH:21]=[N:22][CH:23]=[CH:24][CH:25]=1)=[O:16])[CH2:10][Si:11]([CH3:14])([CH3:13])[CH3:12])=[O:7])([CH3:4])([CH3:3])[CH3:2].O.[OH-].[Li+]. (5) Given the product [N:15]1[CH:16]=[CH:17][CH:18]=[C:13]([O:12][C:20]2[CH:27]=[CH:26][C:23]([C:24]#[N:25])=[CH:22][CH:21]=2)[CH:14]=1, predict the reactants needed to synthesize it. The reactants are: CC(C)([O-])C.[K+].C1COCC1.[OH:12][C:13]1[CH:14]=[N:15][CH:16]=[CH:17][CH:18]=1.I[C:20]1[CH:27]=[CH:26][C:23]([C:24]#[N:25])=[CH:22][CH:21]=1. (6) Given the product [CH:12]([C@@H:13]1[CH2:17][CH2:16][CH2:15][N:14]1[C:18]([C@@H:20]([CH2:29][CH:30]=[CH2:31])[CH2:21][C:22]([O:24][C:25]([CH3:26])([CH3:27])[CH3:28])=[O:23])=[O:19])=[O:11], predict the reactants needed to synthesize it. The reactants are: CS(C)=O.C(Cl)(=O)C(Cl)=O.[OH:11][CH2:12][C@@H:13]1[CH2:17][CH2:16][CH2:15][N:14]1[C:18]([C@@H:20]([CH2:29][CH:30]=[CH2:31])[CH2:21][C:22]([O:24][C:25]([CH3:28])([CH3:27])[CH3:26])=[O:23])=[O:19].C(N(CC)CC)C. (7) Given the product [CH3:1][N:2]([CH2:26][C:27]1[CH:28]=[CH:29][C:30]([C:31]([OH:33])=[O:32])=[CH:35][CH:36]=1)[CH2:3][CH2:4][N:5]([CH3:25])[CH2:6][C:7]1[CH:8]=[CH:9][C:10]([O:13][C:14]2[CH:19]=[CH:18][C:17]([C:20]3[O:21][CH:22]=[CH:23][N:24]=3)=[CH:16][CH:15]=2)=[CH:11][CH:12]=1, predict the reactants needed to synthesize it. The reactants are: [CH3:1][N:2]([CH2:26][C:27]1[CH:36]=[CH:35][C:30]([C:31]([O:33]C)=[O:32])=[CH:29][CH:28]=1)[CH2:3][CH2:4][N:5]([CH3:25])[CH2:6][C:7]1[CH:12]=[CH:11][C:10]([O:13][C:14]2[CH:19]=[CH:18][C:17]([C:20]3[O:21][CH:22]=[CH:23][N:24]=3)=[CH:16][CH:15]=2)=[CH:9][CH:8]=1.[OH-].[Na+].